From a dataset of Full USPTO retrosynthesis dataset with 1.9M reactions from patents (1976-2016). Predict the reactants needed to synthesize the given product. (1) Given the product [Cl:1][C:2]1[CH:3]=[C:4]([C:8]#[C:9][C@@H:10]2[N:14]3[CH2:15][CH2:16][N:17]([C:20]4[C:25]([C:26]#[N:27])=[N:24][CH:23]=[CH:22][N:21]=4)[CH2:18][C@@H:13]3[CH2:12][CH2:11]2)[CH:5]=[CH:6][CH:7]=1, predict the reactants needed to synthesize it. The reactants are: [Cl:1][C:2]1[CH:3]=[C:4]([C:8]#[C:9][C@@H:10]2[N:14]3[CH2:15][CH2:16][NH:17][CH2:18][C@@H:13]3[CH2:12][CH2:11]2)[CH:5]=[CH:6][CH:7]=1.Cl[C:20]1[C:25]([C:26]#[N:27])=[N:24][CH:23]=[CH:22][N:21]=1.CCN(CC)CC. (2) Given the product [CH3:1][O:2][C:3]1[CH:8]=[CH:7][C:6]([N:9]2[CH2:24][CH2:23][CH:13]([C:14]#[N:15])[S:10]2(=[O:12])=[O:11])=[CH:5][CH:4]=1, predict the reactants needed to synthesize it. The reactants are: [CH3:1][O:2][C:3]1[CH:8]=[CH:7][C:6]([NH:9][S:10]([CH2:13][C:14]#[N:15])(=[O:12])=[O:11])=[CH:5][CH:4]=1.C(=O)([O-])[O-].[K+].[K+].Br[CH2:23][CH2:24]Br.Cl.